Dataset: Forward reaction prediction with 1.9M reactions from USPTO patents (1976-2016). Task: Predict the product of the given reaction. Given the reactants [CH3:1][O:2][C:3]1[C:8]([CH3:9])=[C:7]([CH3:10])[CH:6]=[C:5]([CH3:11])[C:4]=1Br.C([Li])CCC.CCCCCC.[CH2:24]([N:31]1[CH2:36][CH2:35][CH:34]([C:37](=[O:47])[C:38]2[CH:43]=[CH:42][C:41]([CH:44]([CH3:46])[CH3:45])=[CH:40][CH:39]=2)[CH2:33][CH2:32]1)[C:25]1[CH:30]=[CH:29][CH:28]=[CH:27][CH:26]=1, predict the reaction product. The product is: [CH2:24]([N:31]1[CH2:32][CH2:33][CH:34]([C:37]([C:38]2[CH:39]=[CH:40][C:41]([CH:44]([CH3:46])[CH3:45])=[CH:42][CH:43]=2)([C:4]2[C:5]([CH3:11])=[CH:6][C:7]([CH3:10])=[C:8]([CH3:9])[C:3]=2[O:2][CH3:1])[OH:47])[CH2:35][CH2:36]1)[C:25]1[CH:26]=[CH:27][CH:28]=[CH:29][CH:30]=1.